From a dataset of Forward reaction prediction with 1.9M reactions from USPTO patents (1976-2016). Predict the product of the given reaction. (1) Given the reactants [CH3:1][C:2]([CH3:4])=[O:3].[F:5][C:6]1[CH:14]=[C:13]([F:15])[CH:12]=[CH:11][C:7]=1[CH2:8][Mg]Br.[Cl-].[NH4+], predict the reaction product. The product is: [F:5][C:6]1[CH:14]=[C:13]([F:15])[CH:12]=[CH:11][C:7]=1[CH2:8][C:2]([CH3:4])([OH:3])[CH3:1]. (2) The product is: [Cl:28][C:26]1[CH:25]=[CH:24][C:23]([O:29][CH3:30])=[C:22]([C:21]2[C:20]3[C:15](=[CH:16][CH:17]=[C:18]([C:31]([F:32])([F:33])[F:34])[CH:19]=3)[NH:14][C:13](=[O:35])[C:12]=2[S:11][C:8]2[CH:9]=[CH:10][C:5]([C:4]([OH:36])=[O:3])=[CH:6][CH:7]=2)[CH:27]=1. Given the reactants C([O:3][C:4](=[O:36])[C:5]1[CH:10]=[CH:9][C:8]([S:11][C:12]2[C:13](=[O:35])[NH:14][C:15]3[C:20]([C:21]=2[C:22]2[CH:27]=[C:26]([Cl:28])[CH:25]=[CH:24][C:23]=2[O:29][CH3:30])=[CH:19][C:18]([C:31]([F:34])([F:33])[F:32])=[CH:17][CH:16]=3)=[CH:7][CH:6]=1)C.[OH-].[Na+].Cl, predict the reaction product. (3) Given the reactants Cl.[NH2:2][C:3]1[CH:4]=[C:5]([C:10](=[O:12])[CH3:11])[CH:6]=[CH:7][C:8]=1[CH3:9].[N:13]([O-])=O.[Na+].CC([O-])=O.[K+], predict the reaction product. The product is: [NH:2]1[C:3]2[C:8](=[CH:7][CH:6]=[C:5]([C:10](=[O:12])[CH3:11])[CH:4]=2)[CH:9]=[N:13]1. (4) Given the reactants C([O:5][C:6](=[O:14])[NH:7][C@H:8]([CH:12]=[O:13])[CH:9]([CH3:11])[CH3:10])(C)(C)C.[F:15][C:16]([Si](C)(C)C)([F:18])[F:17].[F-].C([N+](CCCC)(CCCC)CCCC)CCC, predict the reaction product. The product is: [F:15][C:16]([F:18])([F:17])[C:6]([OH:14])=[O:5].[NH2:7][CH:8]([CH:9]([CH3:10])[CH3:11])[C@H:12]([OH:13])[C:16]([F:18])([F:17])[F:15]. (5) Given the reactants Cl[C:2]1[C:7]([C:8]([F:11])([F:10])[F:9])=[CH:6][N:5]=[C:4]([NH:12][C:13]2[CH:18]=[CH:17][C:16]([CH:19]3[CH2:24][CH2:23][N:22]([C:25]([O:27][C:28]([CH3:31])([CH3:30])[CH3:29])=[O:26])[CH2:21][CH2:20]3)=[CH:15][CH:14]=2)[N:3]=1.[C:32]([C:34]1[CH:39]=[C:38]([F:40])[CH:37]=[CH:36][C:35]=1[CH2:41][C:42]([O:44][CH3:45])=[O:43])#[CH:33].C1C=CC(P(C2C=CC=CC=2)C2C=CC=CC=2)=CC=1, predict the reaction product. The product is: [F:40][C:38]1[CH:37]=[CH:36][C:35]([CH2:41][C:42]([O:44][CH3:45])=[O:43])=[C:34]([C:32]#[C:33][C:2]2[C:7]([C:8]([F:11])([F:10])[F:9])=[CH:6][N:5]=[C:4]([NH:12][C:13]3[CH:18]=[CH:17][C:16]([CH:19]4[CH2:24][CH2:23][N:22]([C:25]([O:27][C:28]([CH3:31])([CH3:30])[CH3:29])=[O:26])[CH2:21][CH2:20]4)=[CH:15][CH:14]=3)[N:3]=2)[CH:39]=1. (6) Given the reactants C(OC[N:5]1[C:13]2[C:12](=[O:14])[N:11]([CH2:15][CH2:16][CH2:17][CH2:18][C@H:19]([OH:21])[CH3:20])[C:10](=[O:22])[N:9]([CH3:23])[C:8]=2[N:7]=[C:6]1[S:24][CH2:25][CH2:26][Cl:27])C.Cl, predict the reaction product. The product is: [Cl:27][CH2:26][CH2:25][S:24][C:6]1[NH:5][C:13]2[C:12](=[O:14])[N:11]([CH2:15][CH2:16][CH2:17][CH2:18][C@H:19]([OH:21])[CH3:20])[C:10](=[O:22])[N:9]([CH3:23])[C:8]=2[N:7]=1. (7) The product is: [Br:20][C:21]1[CH:22]=[C:23]2[CH:29]=[CH:28][N:27]([CH:6]3[CH2:11][CH2:10][N:9]([C:12]4[N:17]=[CH:16][C:15]([CH2:18][CH3:19])=[CH:14][N:13]=4)[CH2:8][CH2:7]3)[C:24]2=[N:25][CH:26]=1. Given the reactants CS(O[CH:6]1[CH2:11][CH2:10][N:9]([C:12]2[N:17]=[CH:16][C:15]([CH2:18][CH3:19])=[CH:14][N:13]=2)[CH2:8][CH2:7]1)(=O)=O.[Br:20][C:21]1[CH:22]=[C:23]2[CH:29]=[CH:28][NH:27][C:24]2=[N:25][CH:26]=1, predict the reaction product. (8) The product is: [CH3:40][S:37]([C:36]1[NH:35][N:34]=[C:24]2[C:23]=1[CH2:22][CH2:21][C:20]1[N:19]=[C:18]([C:15]3[CH:16]=[CH:17][C:12]([C:8]4([NH2:7])[CH2:9][CH2:10][CH2:11]4)=[CH:13][CH:14]=3)[C:27]([C:28]3[CH:29]=[CH:30][CH:31]=[CH:32][CH:33]=3)=[CH:26][C:25]2=1)(=[O:38])=[O:39]. Given the reactants C(OC(=O)[NH:7][C:8]1([C:12]2[CH:17]=[CH:16][C:15]([C:18]3[C:27]([C:28]4[CH:33]=[CH:32][CH:31]=[CH:30][CH:29]=4)=[CH:26][C:25]4[C:24]5=[N:34][NH:35][C:36]([S:37]([CH3:40])(=[O:39])=[O:38])=[C:23]5[CH2:22][CH2:21][C:20]=4[N:19]=3)=[CH:14][CH:13]=2)[CH2:11][CH2:10][CH2:9]1)(C)(C)C, predict the reaction product.